From a dataset of Forward reaction prediction with 1.9M reactions from USPTO patents (1976-2016). Predict the product of the given reaction. (1) Given the reactants [CH2:1]([O:3][C:4]([C:6]1[C:10]2[N:11]=[CH:12][N:13]=[C:14](Cl)[C:9]=2[NH:8][CH:7]=1)=[O:5])[CH3:2].[CH2:16]([O:18][C:19]1[CH:27]=[CH:26][C:22]2[O:23][CH2:24][O:25][C:21]=2[C:20]=1B1OC(C)(C)C(C)(C)O1)[CH3:17], predict the reaction product. The product is: [CH2:1]([O:3][C:4]([C:6]1[C:10]2[N:11]=[CH:12][N:13]=[C:14]([C:20]3[C:21]4[O:25][CH2:24][O:23][C:22]=4[CH:26]=[CH:27][C:19]=3[O:18][CH2:16][CH3:17])[C:9]=2[NH:8][CH:7]=1)=[O:5])[CH3:2]. (2) Given the reactants [C:1]([O:5][C:6](=[O:21])[CH2:7][N:8]1[C:16]2[C:11](=[CH:12][C:13](Br)=[CH:14][CH:15]=2)[C:10]([C:18](=[O:20])[NH2:19])=[N:9]1)([CH3:4])([CH3:3])[CH3:2].[N:22]1[CH:27]=[C:26](B(O)O)[CH:25]=[N:24][CH:23]=1.C(=O)([O-])[O-].[Cs+].[Cs+].CN(C=O)C, predict the reaction product. The product is: [C:18]([C:10]1[C:11]2[C:16](=[CH:15][CH:14]=[C:13]([C:26]3[CH:27]=[N:22][CH:23]=[N:24][CH:25]=3)[CH:12]=2)[N:8]([CH2:7][C:6]([O:5][C:1]([CH3:4])([CH3:3])[CH3:2])=[O:21])[N:9]=1)(=[O:20])[NH2:19]. (3) Given the reactants Cl[C:2]1[CH:10]=[C:9]2[C:5]([C:6]([C:11]([C:13]3[C:14]([NH:19][CH:20]4[CH2:24][CH2:23][CH2:22][CH2:21]4)=[N:15][CH:16]=[CH:17][CH:18]=3)=[O:12])=[CH:7][NH:8]2)=[CH:4][CH:3]=1.Cl[C:26]1C=C2C(C=CN2)=C[CH:27]=1.[Cl:35]C1C=C2C(=CC=1)NC=C2.C1(N)CCCC1.C(N)C1C=CC=CC=1, predict the reaction product. The product is: [CH2:20]([NH:19][C:14]1[C:13]([C:11]([C:6]2[C:5]3[C:9](=[CH:10][CH:2]=[C:3]([Cl:35])[CH:4]=3)[NH:8][CH:7]=2)=[O:12])=[CH:18][CH:17]=[CH:16][N:15]=1)[C:24]1[CH:23]=[CH:22][CH:21]=[CH:27][CH:26]=1.